From a dataset of Peptide-MHC class II binding affinity with 134,281 pairs from IEDB. Regression. Given a peptide amino acid sequence and an MHC pseudo amino acid sequence, predict their binding affinity value. This is MHC class II binding data. (1) The peptide sequence is GELQIVKKIDAAFKI. The MHC is DRB1_1201 with pseudo-sequence DRB1_1201. The binding affinity (normalized) is 0.714. (2) The peptide sequence is LEVTEVFNFSQDDLL. The MHC is HLA-DPA10103-DPB10401 with pseudo-sequence HLA-DPA10103-DPB10401. The binding affinity (normalized) is 0.167.